Dataset: Forward reaction prediction with 1.9M reactions from USPTO patents (1976-2016). Task: Predict the product of the given reaction. (1) Given the reactants ClC(Cl)(O[C:5](=[O:11])OC(Cl)(Cl)Cl)Cl.[CH3:13][O:14][C:15]1[CH:20]=[CH:19][C:18]([C:21]2[N:22]=[C:23]([CH:32]3[CH2:37][CH2:36][NH:35][CH2:34][CH2:33]3)[O:24][C:25]=2[C:26]2[CH:31]=[CH:30][CH:29]=[CH:28][CH:27]=2)=[CH:17][CH:16]=1.C(N(CC)CC)C.Cl.Cl.[CH3:47][NH:48][OH:49], predict the reaction product. The product is: [CH3:13][O:14][C:15]1[CH:20]=[CH:19][C:18]([C:21]2[N:22]=[C:23]([CH:32]3[CH2:37][CH2:36][N:35]([C:5](=[O:11])[N:48]([OH:49])[CH3:47])[CH2:34][CH2:33]3)[O:24][C:25]=2[C:26]2[CH:31]=[CH:30][CH:29]=[CH:28][CH:27]=2)=[CH:17][CH:16]=1. (2) Given the reactants [NH2:1][C:2]1[N:7]=[CH:6][N:5]=[C:4]2[N:8]([CH2:25][C@@H:26]3[CH2:30][C:29]([F:32])([F:31])[CH2:28][N:27]3C(OC(C)(C)C)=O)[N:9]=[C:10]([C:11]3[CH:16]=[CH:15][C:14]([O:17][C:18]4[CH:23]=[CH:22][CH:21]=[CH:20][CH:19]=4)=[CH:13][C:12]=3[F:24])[C:3]=12.[F:40][C:41]([F:46])([F:45])[C:42]([OH:44])=[O:43], predict the reaction product. The product is: [F:40][C:41]([F:46])([F:45])[C:42]([OH:44])=[O:43].[F:32][C:29]1([F:31])[CH2:28][NH:27][C@H:26]([CH2:25][N:8]2[C:4]3=[N:5][CH:6]=[N:7][C:2]([NH2:1])=[C:3]3[C:10]([C:11]3[CH:16]=[CH:15][C:14]([O:17][C:18]4[CH:23]=[CH:22][CH:21]=[CH:20][CH:19]=4)=[CH:13][C:12]=3[F:24])=[N:9]2)[CH2:30]1. (3) Given the reactants [O:1]1[C:5]2[CH:6]=[CH:7][C:8]([CH2:10][N:11]3[C:20]([CH2:21][OH:22])=[C:19]([C:23]4[CH:28]=[CH:27][CH:26]=[CH:25][CH:24]=4)[C:18]4[C:13](=[CH:14][CH:15]=[C:16]([Br:29])[CH:17]=4)[C:12]3=[O:30])=[CH:9][C:4]=2[O:3][CH2:2]1.[CH3:31]I, predict the reaction product. The product is: [O:1]1[C:5]2[CH:6]=[CH:7][C:8]([CH2:10][N:11]3[C:20]([CH2:21][O:22][CH3:31])=[C:19]([C:23]4[CH:28]=[CH:27][CH:26]=[CH:25][CH:24]=4)[C:18]4[C:13](=[CH:14][CH:15]=[C:16]([Br:29])[CH:17]=4)[C:12]3=[O:30])=[CH:9][C:4]=2[O:3][CH2:2]1. (4) Given the reactants [Br:1][C:2]1[CH:10]=[C:9](Cl)[CH:8]=[C:7]2[C:3]=1[CH2:4][CH:5]([CH3:13])[C:6]2=O.C1COCC1.CO.[BH4-].[Na+].Cl, predict the reaction product. The product is: [Br:1][C:2]1[CH:10]=[CH:9][CH:8]=[C:7]2[C:3]=1[CH2:4][C:5]([CH3:13])=[CH:6]2. (5) Given the reactants [F:1][C:2]1[CH:9]=[CH:8][C:5]([C:6]#[N:7])=[C:4]([O:10]C)[CH:3]=1.[Cl-].[Cl-].[Cl-].[Al+3].O, predict the reaction product. The product is: [F:1][C:2]1[CH:9]=[CH:8][C:5]([C:6]#[N:7])=[C:4]([OH:10])[CH:3]=1. (6) Given the reactants [CH2:1]([C:8]1[CH:9]=[N:10][C:11]2[C:16]([C:17]=1[C:18]1[CH:19]=[C:20]([NH2:24])[CH:21]=[CH:22][CH:23]=1)=[CH:15][CH:14]=[CH:13][C:12]=2[C:25]([F:28])([F:27])[F:26])[C:2]1[CH:7]=[CH:6][CH:5]=[CH:4][CH:3]=1.[CH3:29][C:30]1[C:37]([CH3:38])=[CH:36][CH:35]=[CH:34][C:31]=1[CH:32]=O, predict the reaction product. The product is: [CH2:1]([C:8]1[CH:9]=[N:10][C:11]2[C:16]([C:17]=1[C:18]1[CH:19]=[C:20]([NH:24][CH2:32][C:31]3[CH:34]=[CH:35][CH:36]=[C:37]([CH3:38])[C:30]=3[CH3:29])[CH:21]=[CH:22][CH:23]=1)=[CH:15][CH:14]=[CH:13][C:12]=2[C:25]([F:28])([F:26])[F:27])[C:2]1[CH:3]=[CH:4][CH:5]=[CH:6][CH:7]=1. (7) Given the reactants [CH2:1]([N:8]1[CH2:13][CH:12]2[C@:10]([C:14](Cl)=[O:15])([CH2:11]2)[C@H:9]1[C:17]1[CH:22]=[CH:21][CH:20]=[CH:19][CH:18]=1)[C:2]1[CH:7]=[CH:6][CH:5]=[CH:4][CH:3]=1.C(N(CC)CC)C.[F:30][C:31]([F:47])([F:46])[C:32]1[CH:33]=[C:34]([C@@H:42]([NH:44][CH3:45])[CH3:43])[CH:35]=[C:36]([C:38]([F:41])([F:40])[F:39])[CH:37]=1, predict the reaction product. The product is: [F:30][C:31]([F:46])([F:47])[C:32]1[CH:33]=[C:34]([C@@H:42]([N:44]([CH3:45])[C:14]([C@:10]23[CH2:11][CH:12]2[CH2:13][N:8]([CH2:1][C:2]2[CH:7]=[CH:6][CH:5]=[CH:4][CH:3]=2)[C@@H:9]3[C:17]2[CH:22]=[CH:21][CH:20]=[CH:19][CH:18]=2)=[O:15])[CH3:43])[CH:35]=[C:36]([C:38]([F:39])([F:40])[F:41])[CH:37]=1. (8) Given the reactants [NH2:1][C:2]1[CH:3]=[N:4][CH:5]=[C:6]([Br:8])[CH:7]=1.[CH3:9][C:10]([O:13][C:14](O[C:14]([O:13][C:10]([CH3:12])([CH3:11])[CH3:9])=[O:15])=[O:15])([CH3:12])[CH3:11].O, predict the reaction product. The product is: [C:10]([O:13][C:14](=[O:15])[NH:1][C:2]1[CH:3]=[N:4][CH:5]=[C:6]([Br:8])[CH:7]=1)([CH3:12])([CH3:11])[CH3:9].